Dataset: Reaction yield outcomes from USPTO patents with 853,638 reactions. Task: Predict the reaction yield, written as a fraction of the theoretical maximum amount of product (1.0 means a 100% yield; for example, 0.34 means a 34% yield). (1) The reactants are Br[C:2]1[CH:3]=[C:4]([C:7]([O:9][CH3:10])=[O:8])[O:5][CH:6]=1.C([O-])([O-])=O.[Na+].[Na+].[CH2:17]([N:19]1[C:23](B2OC(C)(C)C(C)(C)O2)=[CH:22][CH:21]=[N:20]1)[CH3:18]. The catalyst is C1COCC1.C1C=CC(P(C2C=CC=CC=2)[C-]2C=CC=C2)=CC=1.C1C=CC(P(C2C=CC=CC=2)[C-]2C=CC=C2)=CC=1.Cl[Pd]Cl.[Fe+2]. The product is [CH2:17]([N:19]1[C:23]([C:2]2[CH:3]=[C:4]([C:7]([O:9][CH3:10])=[O:8])[O:5][CH:6]=2)=[CH:22][CH:21]=[N:20]1)[CH3:18]. The yield is 0.745. (2) The reactants are C([N:8]([CH2:25][CH:26]1[CH2:31][CH2:30][N:29]([CH2:32][C:33]([F:36])([CH3:35])[CH3:34])[CH2:28][CH2:27]1)[C:9]1[CH:14]=[CH:13][C:12]([C:15]2[CH:20]=[CH:19][C:18]([C:21]([O:23][CH3:24])=[O:22])=[CH:17][CH:16]=2)=[CH:11][CH:10]=1)C1C=CC=CC=1. The catalyst is CO. The product is [F:36][C:33]([CH3:35])([CH3:34])[CH2:32][N:29]1[CH2:30][CH2:31][CH:26]([CH2:25][NH:8][C:9]2[CH:14]=[CH:13][C:12]([C:15]3[CH:16]=[CH:17][C:18]([C:21]([O:23][CH3:24])=[O:22])=[CH:19][CH:20]=3)=[CH:11][CH:10]=2)[CH2:27][CH2:28]1. The yield is 0.550. (3) The reactants are [CH3:1][O:2][C:3](=[O:26])[CH:4]([C:9]1[CH:10]=[C:11]([C:16]2[CH:21]=[CH:20][C:19]([C:22]([F:25])([F:24])[F:23])=[CH:18][CH:17]=2)[CH:12]=[C:13]([OH:15])[CH:14]=1)[CH2:5][CH:6]([CH3:8])[CH3:7].[Cl:27][C:28]1[CH:33]=[CH:32][C:31](B(O)O)=[CH:30][CH:29]=1. No catalyst specified. The product is [CH3:1][O:2][C:3](=[O:26])[CH:4]([C:9]1[CH:10]=[C:11]([C:16]2[CH:17]=[CH:18][C:19]([C:22]([F:23])([F:25])[F:24])=[CH:20][CH:21]=2)[CH:12]=[C:13]([O:15][C:31]2[CH:32]=[CH:33][C:28]([Cl:27])=[CH:29][CH:30]=2)[CH:14]=1)[CH2:5][CH:6]([CH3:8])[CH3:7]. The yield is 0.350. (4) The reactants are [NH2:1][C:2]1[N:7]=[C:6]([C:8]2[N:12]([CH2:13][O:14][CH2:15][CH2:16][Si:17]([CH3:20])([CH3:19])[CH3:18])[C:11]([C:21]3[CH:26]=[C:25]([Cl:27])[CH:24]=[CH:23][C:22]=3[CH3:28])=[C:10]([C:29]([NH2:31])=[O:30])[CH:9]=2)[C:5]([C:32]#[CH:33])=[CH:4][N:3]=1.I[C:35]1[CH:40]=[CH:39][CH:38]=[CH:37][CH:36]=1.CN(C)CCN(C)C. The catalyst is C(#N)C.Cl[Pd](Cl)([P](C1C=CC=CC=1)(C1C=CC=CC=1)C1C=CC=CC=1)[P](C1C=CC=CC=1)(C1C=CC=CC=1)C1C=CC=CC=1.[Cu]I. The product is [NH2:1][C:2]1[N:7]=[C:6]([C:8]2[N:12]([CH2:13][O:14][CH2:15][CH2:16][Si:17]([CH3:18])([CH3:19])[CH3:20])[C:11]([C:21]3[CH:26]=[C:25]([Cl:27])[CH:24]=[CH:23][C:22]=3[CH3:28])=[C:10]([C:29]([NH2:31])=[O:30])[CH:9]=2)[C:5]([C:32]#[C:33][C:35]2[CH:40]=[CH:39][CH:38]=[CH:37][CH:36]=2)=[CH:4][N:3]=1. The yield is 0.650. (5) The reactants are [C:1]1([C:7]2[NH:8][CH:9]=[CH:10][N:11]=2)[CH:6]=[CH:5][CH:4]=[CH:3][CH:2]=1.[CH2:12]1[O:14][CH:13]1[CH2:15][OH:16]. No catalyst specified. The product is [C:1]1([C:7]2[N:11]([CH2:12][CH:13]([OH:14])[CH2:15][OH:16])[CH:10]=[CH:9][N:8]=2)[CH:2]=[CH:3][CH:4]=[CH:5][CH:6]=1. The yield is 0.720.